Dataset: Reaction yield outcomes from USPTO patents with 853,638 reactions. Task: Predict the reaction yield, written as a fraction of the theoretical maximum amount of product (1.0 means a 100% yield; for example, 0.34 means a 34% yield). (1) The reactants are [F:1][C:2]1[CH:3]=[C:4]([C:9]2[CH:10]=[C:11]([CH3:19])[C:12]([CH3:18])=[C:13]([CH:17]=2)[C:14]([OH:16])=O)[CH:5]=[C:6]([F:8])[CH:7]=1.C(Cl)(C(Cl)=O)=O.[NH2:26][C:27]1[C:28]([F:35])=[C:29]([OH:34])[CH:30]=[CH:31][C:32]=1[F:33].C([O-])(O)=O.[Na+]. The catalyst is C(Cl)Cl.CN(C=O)C.C1COCC1.O. The product is [F:35][C:28]1[C:29]([OH:34])=[CH:30][CH:31]=[C:32]([F:33])[C:27]=1[NH:26][C:14](=[O:16])[C:13]1[CH:17]=[C:9]([C:4]2[CH:5]=[C:6]([F:8])[CH:7]=[C:2]([F:1])[CH:3]=2)[CH:10]=[C:11]([CH3:19])[C:12]=1[CH3:18]. The yield is 0.150. (2) The product is [Cl:1][C:2]1[CH:9]=[C:8]([O:10][CH2:11][C:12]2[CH:17]=[CH:16][CH:15]=[CH:14][CH:13]=2)[CH:7]=[C:6]([Cl:18])[C:3]=1[CH2:4][OH:5]. The catalyst is C(O)C. The reactants are [Cl:1][C:2]1[CH:9]=[C:8]([O:10][CH2:11][C:12]2[CH:17]=[CH:16][CH:15]=[CH:14][CH:13]=2)[CH:7]=[C:6]([Cl:18])[C:3]=1[CH:4]=[O:5].[BH4-].[Na+].[Cl-].[NH4+]. The yield is 1.00. (3) The reactants are C([NH:9][C:10]([NH:12][C:13]1[CH:18]=[C:17]([Br:19])[CH:16]=[C:15]([O:20][CH2:21][C:22]2[CH:27]=[CH:26][CH:25]=[CH:24][CH:23]=2)[CH:14]=1)=[S:11])(=O)C1C=CC=CC=1.[OH-].[Na+]. The catalyst is C1COCC1.O. The product is [CH2:21]([O:20][C:15]1[CH:14]=[C:13]([NH:12][C:10]([NH2:9])=[S:11])[CH:18]=[C:17]([Br:19])[CH:16]=1)[C:22]1[CH:23]=[CH:24][CH:25]=[CH:26][CH:27]=1. The yield is 0.940. (4) The reactants are [NH2:1][C:2]1[CH:7]=[CH:6][N:5]=[CH:4][CH:3]=1.[N+:8]([C:11]1[CH:12]=[C:13]([CH:17]=[CH:18][N:19]=1)[C:14](O)=[O:15])([O-:10])=[O:9].CCN=C=NCCCN(C)C.Cl.C(N(CC)C(C)C)(C)C.CN(C1C=CC=CN=1)C. The catalyst is ClCCl. The product is [N+:8]([C:11]1[CH:12]=[C:13]([CH:17]=[CH:18][N:19]=1)[C:14]([NH:1][C:2]1[CH:7]=[CH:6][N:5]=[CH:4][CH:3]=1)=[O:15])([O-:10])=[O:9]. The yield is 0.540.